This data is from Forward reaction prediction with 1.9M reactions from USPTO patents (1976-2016). The task is: Predict the product of the given reaction. (1) The product is: [Br:24][C:19]1[CH:20]=[CH:21][CH:22]=[CH:23][C:18]=1[N:16]1[C:17]2[C:4]([NH2:1])=[CH:5][CH:6]=[CH:7][C:8]=2[O:9][C:10]2[C:15]1=[CH:14][CH:13]=[CH:12][CH:11]=2. Given the reactants [N+:1]([C:4]1[C:17]2[N:16]([C:18]3[CH:23]=[CH:22][CH:21]=[CH:20][C:19]=3[Br:24])[C:15]3[C:10](=[CH:11][CH:12]=[CH:13][CH:14]=3)[O:9][C:8]=2[CH:7]=[CH:6][CH:5]=1)([O-])=O.Cl[Sn]Cl, predict the reaction product. (2) Given the reactants [F:1][C:2]1[CH:3]=[C:4]([CH:52]=[C:53]([F:55])[CH:54]=1)[CH2:5][C@H:6]([C:37](N1[C@@H](CC2C=CC=CC=2)COC1=O)=[O:38])[C@@H:7]([CH:9]1[CH2:18][C:17]2[C:12](=[C:13]([O:19][Si:20]([CH:27]([CH3:29])[CH3:28])([CH:24]([CH3:26])[CH3:25])[CH:21]([CH3:23])[CH3:22])[CH:14]=[CH:15][CH:16]=2)[CH2:11][N:10]1[C:30]([O:32][C:33]([CH3:36])([CH3:35])[CH3:34])=[O:31])[OH:8].[Li+].[OH-:57].OO, predict the reaction product. The product is: [F:55][C:53]1[CH:52]=[C:4]([CH:3]=[C:2]([F:1])[CH:54]=1)[CH2:5][C@@H:6]([C@@H:7]([CH:9]1[CH2:18][C:17]2[C:12](=[C:13]([O:19][Si:20]([CH:27]([CH3:29])[CH3:28])([CH:24]([CH3:25])[CH3:26])[CH:21]([CH3:23])[CH3:22])[CH:14]=[CH:15][CH:16]=2)[CH2:11][N:10]1[C:30]([O:32][C:33]([CH3:34])([CH3:36])[CH3:35])=[O:31])[OH:8])[C:37]([OH:57])=[O:38]. (3) Given the reactants [C:1]([O:9][C@H:10]1[C@H:14]([OH:15])[CH2:13][N:12]([C:16]([O:18][CH2:19][C:20]2[CH:25]=[CH:24][CH:23]=[CH:22][CH:21]=2)=[O:17])[C@@H:11]1[CH2:26][OH:27])(=[O:8])[C:2]1[CH:7]=[CH:6][CH:5]=[CH:4][CH:3]=1.ClC(Cl)(Cl)C(=N)O[CH2:32][C:33]1[CH:38]=[CH:37][CH:36]=[CH:35][CH:34]=1.FC(F)(F)S(O)(=O)=O.C(=O)([O-])O.[Na+], predict the reaction product. The product is: [C:1]([O:9][C@H:10]1[C@H:14]([OH:15])[CH2:13][N:12]([C:16]([O:18][CH2:19][C:20]2[CH:25]=[CH:24][CH:23]=[CH:22][CH:21]=2)=[O:17])[C@@H:11]1[CH2:26][O:27][CH2:32][C:33]1[CH:38]=[CH:37][CH:36]=[CH:35][CH:34]=1)(=[O:8])[C:2]1[CH:7]=[CH:6][CH:5]=[CH:4][CH:3]=1. (4) Given the reactants [C:1]([OH:10])([C:4]1[CH:9]=[CH:8][CH:7]=[CH:6][CH:5]=1)([CH3:3])[CH3:2].[C:11]1([CH:17]([CH3:19])[CH3:18])[CH:16]=[CH:15][CH:14]=[CH:13][CH:12]=1, predict the reaction product. The product is: [C:1]([OH:10])([C:4]1[CH:9]=[CH:8][CH:7]=[CH:6][CH:5]=1)([CH3:3])[CH3:2].[CH3:19][C:17]([C:11]1[CH:16]=[CH:15][CH:14]=[CH:13][CH:12]=1)=[CH2:18]. (5) Given the reactants Cl.Cl[CH2:3][C:4]1[N:8]2[CH:9]=[C:10]([CH3:13])[CH:11]=[CH:12][C:7]2=[N:6][C:5]=1[C:14]1[CH:19]=[CH:18][C:17]([CH3:20])=[CH:16][CH:15]=1.[N:21]1[CH:26]=[N:25][CH:24]=[N:23][C:22]=1[NH2:27], predict the reaction product. The product is: [CH3:13][C:10]1[CH:11]=[CH:12][C:7]2[N:8]([C:4]([CH2:3][NH:27][C:22]3[N:23]=[CH:24][N:25]=[CH:26][N:21]=3)=[C:5]([C:14]3[CH:19]=[CH:18][C:17]([CH3:20])=[CH:16][CH:15]=3)[N:6]=2)[CH:9]=1. (6) Given the reactants [CH3:1][O:2][C:3]([C:5]1[C:10]([Br:11])=[C:9](Cl)[CH:8]=[C:7]([Cl:13])[N:6]=1)=[O:4].[CH:14]1([NH2:17])[CH2:16][CH2:15]1.C(N(C(C)C)CC)(C)C.O, predict the reaction product. The product is: [CH3:1][O:2][C:3]([C:5]1[C:10]([Br:11])=[C:9]([NH:17][CH:14]2[CH2:16][CH2:15]2)[CH:8]=[C:7]([Cl:13])[N:6]=1)=[O:4]. (7) Given the reactants [CH3:1][O-:2].[Na+].[Cl:4][C:5]1[CH:6]=[C:7]([C@H:12]2[C@@H:18]([CH2:19][NH:20][S:21]([CH:24]=[CH2:25])(=[O:23])=[O:22])[O:17][CH2:16][CH2:15][N:14]([C:26]([O:28][C:29]([CH3:32])([CH3:31])[CH3:30])=[O:27])[CH2:13]2)[CH:8]=[CH:9][C:10]=1[Cl:11].[Cl-].[NH4+], predict the reaction product. The product is: [Cl:4][C:5]1[CH:6]=[C:7]([C@H:12]2[C@@H:18]([CH2:19][NH:20][S:21]([CH2:24][CH2:25][O:2][CH3:1])(=[O:23])=[O:22])[O:17][CH2:16][CH2:15][N:14]([C:26]([O:28][C:29]([CH3:32])([CH3:31])[CH3:30])=[O:27])[CH2:13]2)[CH:8]=[CH:9][C:10]=1[Cl:11]. (8) Given the reactants [Cl:1][C:2]1[CH:7]=[CH:6][C:5]([C:8]([C:10]2[CH:15]=[CH:14][C:13]([C:16]3[NH:20][C:19]4[CH:21]=[CH:22][C:23]([C:25]([NH2:27])=[O:26])=[CH:24][C:18]=4[N:17]=3)=[CH:12][CH:11]=2)=[CH2:9])=[CH:4][CH:3]=1.N#N, predict the reaction product. The product is: [Cl:1][C:2]1[CH:7]=[CH:6][C:5]([CH:8]([C:10]2[CH:11]=[CH:12][C:13]([C:16]3[NH:20][C:19]4[CH:21]=[CH:22][C:23]([C:25]([NH2:27])=[O:26])=[CH:24][C:18]=4[N:17]=3)=[CH:14][CH:15]=2)[CH3:9])=[CH:4][CH:3]=1. (9) Given the reactants C1(C(C2C=CC=CC=2)([C@H]2CCCN2)O)C=CC=CC=1.B([O-])([O-])[O-].B.C(N(CC)C1C=CC=CC=1)C.[Cl:36][C:37]1[CH:42]=[CH:41][C:40]([C:43](=[O:58])[CH2:44][CH2:45][C:46]([C:48]2[CH:53]=[CH:52][C:51]([Cl:54])=[C:50]([N+:55]([O-:57])=[O:56])[CH:49]=2)=[O:47])=[CH:39][C:38]=1[N+:59]([O-:61])=[O:60], predict the reaction product. The product is: [Cl:36][C:37]1[CH:42]=[CH:41][C:40]([C@@H:43]([OH:58])[CH2:44][CH2:45][C@@H:46]([C:48]2[CH:53]=[CH:52][C:51]([Cl:54])=[C:50]([N+:55]([O-:57])=[O:56])[CH:49]=2)[OH:47])=[CH:39][C:38]=1[N+:59]([O-:61])=[O:60]. (10) Given the reactants [Br:1][C:2]1[CH:3]=[N:4][CH:5]=[CH:6][C:7]=1[O:8][CH:9]1[CH2:14][CH2:13][N:12]([C:15]2[S:19][C:18]([C:20]([NH2:22])=O)=[N:17][N:16]=2)[CH2:11][CH2:10]1.C(N(CC)CC)C.FC(F)(F)S(OS(C(F)(F)F)(=O)=O)(=O)=O.O, predict the reaction product. The product is: [Br:1][C:2]1[CH:3]=[N:4][CH:5]=[CH:6][C:7]=1[O:8][CH:9]1[CH2:10][CH2:11][N:12]([C:15]2[S:19][C:18]([C:20]#[N:22])=[N:17][N:16]=2)[CH2:13][CH2:14]1.